This data is from Catalyst prediction with 721,799 reactions and 888 catalyst types from USPTO. The task is: Predict which catalyst facilitates the given reaction. (1) Reactant: [Br:1][C:2]1[CH:3]=[CH:4][C:5]([C:11]([N:13]([CH:17]([CH3:19])[CH3:18])[CH:14]([CH3:16])[CH3:15])=[O:12])=[C:6](B(O)O)[CH:7]=1.[CH2:20]([O:24][C:25]1[C:30](I)=[C:29]([NH2:32])[CH:28]=[C:27]([CH3:33])[N:26]=1)[CH2:21][CH2:22][CH3:23].C([O-])([O-])=O.[Cs+].[Cs+]. Product: [NH2:32][C:29]1[CH:28]=[C:27]([CH3:33])[N:26]=[C:25]([O:24][CH2:20][CH2:21][CH2:22][CH3:23])[C:30]=1[C:6]1[CH:7]=[C:2]([Br:1])[CH:3]=[CH:4][C:5]=1[C:11]([N:13]([CH:17]([CH3:19])[CH3:18])[CH:14]([CH3:16])[CH3:15])=[O:12]. The catalyst class is: 117. (2) Reactant: CC1C=CC([C:8]2[CH:13]=[CH:12][C:11]([NH:14][C:15]([C:17]3[CH:39]=[CH:38][C:20]([O:21][C:22]4[CH:31]=[C:30]5[C:25]([CH:26]([C:32]([O:34]C)=[O:33])[CH2:27][CH2:28][O:29]5)=[CH:24][C:23]=4[C:36]#[N:37])=[CH:19][CH:18]=3)=[O:16])=[CH:10][CH:9]=2)=CC=1.O[Li].O.O1[CH2:48][CH2:47]OCC1.Cl. Product: [C:36]([C:23]1[CH:24]=[C:25]2[C:30](=[CH:31][C:22]=1[O:21][C:20]1[CH:38]=[CH:39][C:17]([C:15](=[O:16])[NH:14][C:11]3[CH:10]=[C:9]([C:8]4[CH:13]=[CH:12][C:47]([CH3:48])=[CH:10][CH:9]=4)[CH:8]=[CH:13][CH:12]=3)=[CH:18][CH:19]=1)[O:29][CH2:28][CH2:27][CH:26]2[C:32]([OH:34])=[O:33])#[N:37]. The catalyst class is: 1. (3) Product: [CH:7]1[C:3]2[C:4]([O:6][C:1](=[O:11])[C:2]=2[CH:10]=[C:9]2[C:4]([O:6][C:1](=[O:11])[C:8]=12)=[O:5])=[O:5]. Reactant: [C:1]1(=[O:11])[O:6][C:4](=[O:5])[C:3]2=[CH:7][CH:8]=[CH:9][CH:10]=[C:2]12. The catalyst class is: 3. (4) Reactant: [C:1]([O:5][C:6]([N:8]1[CH2:13][CH2:12][NH:11][CH2:10][CH2:9]1)=[O:7])([CH3:4])([CH3:3])[CH3:2].[C:14]1(=O)[CH2:17][CH2:16][CH2:15]1.C(O)(=O)C.C([BH3-])#N.[Na+]. Product: [C:1]([O:5][C:6]([N:8]1[CH2:13][CH2:12][N:11]([CH:14]2[CH2:17][CH2:16][CH2:15]2)[CH2:10][CH2:9]1)=[O:7])([CH3:4])([CH3:2])[CH3:3]. The catalyst class is: 5.